This data is from Full USPTO retrosynthesis dataset with 1.9M reactions from patents (1976-2016). The task is: Predict the reactants needed to synthesize the given product. (1) Given the product [CH3:3][O:4][C:5](=[O:37])[C:6]1[CH:11]=[C:10]([Cl:12])[C:9]([NH2:13])=[CH:8][C:7]=1[O:16][CH2:17][CH2:18][CH2:19][N:20]1[CH2:25][CH2:24][C:23]([CH2:27][C:28]2[CH:33]=[CH:32][C:31]([F:34])=[CH:30][CH:29]=2)([OH:26])[C:22]([CH3:35])([CH3:36])[CH2:21]1, predict the reactants needed to synthesize it. The reactants are: [NH4+].[Cl-].[CH3:3][O:4][C:5](=[O:37])[C:6]1[CH:11]=[C:10]([Cl:12])[C:9]([N+:13]([O-])=O)=[CH:8][C:7]=1[O:16][CH2:17][CH2:18][CH2:19][N:20]1[CH2:25][CH2:24][C:23]([CH2:27][C:28]2[CH:33]=[CH:32][C:31]([F:34])=[CH:30][CH:29]=2)([OH:26])[C:22]([CH3:36])([CH3:35])[CH2:21]1. (2) Given the product [Cl:8][C:6]1[N:5]=[C:4]([S:9][CH2:10][C:11]2[CH:16]=[CH:15][C:14]([O:17][CH3:18])=[CH:13][CH:12]=2)[N:3]=[C:2]([NH:19][C:20]2[NH:21][N:22]=[C:23]([CH3:25])[CH:24]=2)[CH:7]=1, predict the reactants needed to synthesize it. The reactants are: Cl[C:2]1[CH:7]=[C:6]([Cl:8])[N:5]=[C:4]([S:9][CH2:10][C:11]2[CH:16]=[CH:15][C:14]([O:17][CH3:18])=[CH:13][CH:12]=2)[N:3]=1.[NH2:19][C:20]1[CH:24]=[C:23]([CH3:25])[NH:22][N:21]=1.C(N(C(C)C)CC)(C)C.[I-].[Na+]. (3) Given the product [C:42]([O-:45])(=[O:44])[CH3:43].[NH4+:2].[C:42]([OH:45])(=[O:44])[CH3:43].[C:1]([C:3]1[CH:4]=[C:5]([C:13]([N:15]([CH2:17][C@H:18]([C:22]2[CH:27]=[CH:26][C:25]([Cl:28])=[C:24]([Cl:29])[CH:23]=2)[CH2:19][CH2:20][N:32]2[CH2:35][CH:34]([N:36]3[CH2:40][CH2:39][CH:38]([OH:41])[CH2:37]3)[CH2:33]2)[CH3:16])=[O:14])[C:6]2[C:11]([CH:12]=1)=[CH:10][CH:9]=[CH:8][CH:7]=2)#[N:2], predict the reactants needed to synthesize it. The reactants are: [C:1]([C:3]1[CH:4]=[C:5]([C:13]([N:15]([CH2:17][C@H:18]([C:22]2[CH:27]=[CH:26][C:25]([Cl:28])=[C:24]([Cl:29])[CH:23]=2)[CH2:19][CH:20]=O)[CH3:16])=[O:14])[C:6]2[C:11]([CH:12]=1)=[CH:10][CH:9]=[CH:8][CH:7]=2)#[N:2].Cl.Cl.[NH:32]1[CH2:35][CH:34]([N:36]2[CH2:40][CH2:39][CH:38]([OH:41])[CH2:37]2)[CH2:33]1.[C:42]([O:45][BH-]([O:45][C:42](=[O:44])[CH3:43])[O:45][C:42](=[O:44])[CH3:43])(=[O:44])[CH3:43].[Na+].